From a dataset of Reaction yield outcomes from USPTO patents with 853,638 reactions. Predict the reaction yield, written as a fraction of the theoretical maximum amount of product (1.0 means a 100% yield; for example, 0.34 means a 34% yield). (1) The reactants are C(=O)([O-])[O-].[K+].[K+].[C:7]([OH:10])(=[S:9])[CH3:8].CS(O[CH:16]1[CH2:20][CH2:19][N:18]([C:21]([O:23][C:24]([CH3:27])([CH3:26])[CH3:25])=[O:22])[CH2:17]1)(=O)=O. The catalyst is CO.CN(C=O)C.O. The product is [C:7]([S:9][CH:20]1[CH2:16][CH2:17][N:18]([C:21]([O:23][C:24]([CH3:27])([CH3:26])[CH3:25])=[O:22])[CH2:19]1)(=[O:10])[CH3:8]. The yield is 0.242. (2) The reactants are [O:1]([C:8]1[CH:13]=[CH:12][C:11]([C:14]2[C:15]([NH:21][CH2:22][CH:23]3[CH2:28][CH2:27][NH:26][CH2:25][CH2:24]3)=[N:16][CH:17]=[N:18][C:19]=2[NH2:20])=[CH:10][CH:9]=1)[C:2]1[CH:7]=[CH:6][CH:5]=[CH:4][CH:3]=1.C(=O)(O)[O-].[Na+].[C:34](Cl)(=[O:37])[CH:35]=[CH2:36]. The catalyst is C1COCC1.O. The product is [C:34]([N:26]1[CH2:27][CH2:28][CH:23]([CH2:22][NH:21][C:15]2[C:14]([C:11]3[CH:12]=[CH:13][C:8]([O:1][C:2]4[CH:7]=[CH:6][CH:5]=[CH:4][CH:3]=4)=[CH:9][CH:10]=3)=[C:19]([NH2:20])[N:18]=[CH:17][N:16]=2)[CH2:24][CH2:25]1)(=[O:37])[CH:35]=[CH2:36]. The yield is 0.370. (3) The reactants are FC(F)(C(F)(F)C(F)(F)C(F)F)COC(=O)OCC(F)(F)C(F)(F)C(F)(F)C(F)F.FC(F)(C(F)(F)C(F)(F)C(F)F)C[NH:34][C:35](=[O:62])[O:36][CH2:37][C:38]1[CH:43]=[CH:42][CH:41]=[C:40]([CH2:44][O:45][C:46](=[O:61])[NH:47]CC(F)(F)C(F)(F)C(F)(F)C(F)F)[CH:39]=1. No catalyst specified. The product is [C:46](=[O:61])([O:45][CH2:44][C:40]1[CH:41]=[CH:42][CH:43]=[C:38]([CH2:37][O:36][C:35](=[O:62])[NH2:34])[CH:39]=1)[NH2:47]. The yield is 0.985. (4) The reactants are Br[CH:2]([C:12]1[CH:17]=[N:16][CH:15]=[C:14]([CH3:18])[N:13]=1)[CH:3](Br)[C:4]1[CH:9]=[CH:8][CH:7]=[C:6]([F:10])[CH:5]=1.C1CCN2C(=NCCC2)CC1.CCCCCC.C(OCC)(=O)C. The catalyst is C1COCC1. The product is [F:10][C:6]1[CH:5]=[C:4]([C:3]#[C:2][C:12]2[CH:17]=[N:16][CH:15]=[C:14]([CH3:18])[N:13]=2)[CH:9]=[CH:8][CH:7]=1. The yield is 0.250. (5) The reactants are [N+:1]([C:4]1[CH:5]=[C:6]2[C:14](=[CH:15][CH:16]=1)[NH:13][C:12]1[CH2:11][CH2:10][CH2:9][CH2:8][C:7]2=1)([O-])=O.C(O)C.O.O.[Sn](Cl)Cl. The catalyst is C(=O)(O)[O-].[Na+]. The product is [CH2:11]1[C:12]2[NH:13][C:14]3[C:6](=[CH:5][C:4]([NH2:1])=[CH:16][CH:15]=3)[C:7]=2[CH2:8][CH2:9][CH2:10]1. The yield is 0.950. (6) The reactants are [NH2:1][C:2]1[C:11]2[CH:10]=[CH:9][CH:8]=[C:7](Br)[C:6]=2[N:5]=[C:4]2[CH2:13][N:14]([CH2:17][CH3:18])[C:15](=[O:16])[C:3]=12.[C:19]([C:21]1[CH:26]=[CH:25][CH:24]=[CH:23][C:22]=1B(O)O)#[N:20]. No catalyst specified. The product is [NH2:1][C:2]1[C:11]2[CH:10]=[CH:9][CH:8]=[C:7]([C:22]3[CH:23]=[CH:24][CH:25]=[CH:26][C:21]=3[C:19]#[N:20])[C:6]=2[N:5]=[C:4]2[CH2:13][N:14]([CH2:17][CH3:18])[C:15](=[O:16])[C:3]=12. The yield is 0.243. (7) The reactants are [Cl:1][C:2]1[CH:7]=[CH:6][CH:5]=[CH:4][C:3]=1[C:8]1[CH:19]=[C:18]2[C:14]([C:15](I)=[CH:16][N:17]2[CH3:20])=[C:13]2[C:9]=1[C:10](=[O:23])[NH:11][C:12]2=[O:22].[C:24]([Cu])#[N:25]. The catalyst is CN1CCCC1=O. The product is [Cl:1][C:2]1[CH:7]=[CH:6][CH:5]=[CH:4][C:3]=1[C:8]1[CH:19]=[C:18]2[C:14]([C:15]([C:24]#[N:25])=[CH:16][N:17]2[CH3:20])=[C:13]2[C:9]=1[C:10](=[O:23])[NH:11][C:12]2=[O:22]. The yield is 0.100. (8) The reactants are [O:1]1[CH:5]=[CH:4][C:3]([C:6]2[N:7]=[C:8](/[CH:12]=[CH:13]/[C:14]3[N:24]=[C:17]4[C:18]([CH3:23])=[N:19][CH:20]=[C:21]([CH3:22])[N:16]4[N:15]=3)[N:9]([CH3:11])[CH:10]=2)=[CH:2]1. The catalyst is CN(C=O)C. The product is [O:1]1[CH:5]=[CH:4][C:3]([C:6]2[N:7]=[C:8]([CH2:12][CH2:13][C:14]3[N:24]=[C:17]4[C:18]([CH3:23])=[N:19][CH:20]=[C:21]([CH3:22])[N:16]4[N:15]=3)[N:9]([CH3:11])[CH:10]=2)=[CH:2]1. The yield is 0.740. (9) The catalyst is C1COCC1. The product is [Br:8][C:9]1[CH:18]=[CH:17][CH:16]=[C:11]2[C:10]=1[CH2:19][N:29]([CH:28]([CH2:30][CH2:31][C:32](=[O:34])[NH2:33])[C:27]([O:26][C:22]([CH3:25])([CH3:23])[CH3:24])=[O:35])[C:12]2=[O:14]. The reactants are C(N(CC)CC)C.[Br:8][C:9]1[C:10]([CH2:19]Br)=[C:11]([CH:16]=[CH:17][CH:18]=1)[C:12]([O:14]C)=O.Cl.[C:22]([O:26][C:27](=[O:35])[C@H:28]([CH2:30][CH2:31][C:32](=[O:34])[NH2:33])[NH2:29])([CH3:25])([CH3:24])[CH3:23]. The yield is 0.480. (10) The product is [Cl:1][C:2]1[CH:3]=[C:4]([CH:23]([CH2:29][CH:30]2[CH2:31][CH2:32]2)[C:24]([OH:26])=[O:25])[CH:5]=[C:6]([C:13]2[CH:14]=[CH:15][C:16]([C:19]([F:22])([F:21])[F:20])=[CH:17][CH:18]=2)[C:7]=1[O:8][CH2:9][CH:10]1[CH2:12][CH2:11]1. The catalyst is CO.C1COCC1.O. The yield is 0.560. The reactants are [Cl:1][C:2]1[CH:3]=[C:4]([CH:23]([CH2:29][CH:30]2[CH2:32][CH2:31]2)[C:24]([O:26]CC)=[O:25])[CH:5]=[C:6]([C:13]2[CH:18]=[CH:17][C:16]([C:19]([F:22])([F:21])[F:20])=[CH:15][CH:14]=2)[C:7]=1[O:8][CH2:9][CH:10]1[CH2:12][CH2:11]1.O.[OH-].[Li+].